This data is from Catalyst prediction with 721,799 reactions and 888 catalyst types from USPTO. The task is: Predict which catalyst facilitates the given reaction. (1) Reactant: CCN=C=NCCCN(C)C.C1C=CC2N(O)N=NC=2C=1.[C:22]([O:26][CH2:27][CH:28]([CH3:32])[CH2:29][O:30][NH2:31])([CH3:25])([CH3:24])[CH3:23].[Br:33][C:34]1[CH:39]=[CH:38][C:37]([NH:40][C:41]2[C:49]([C:50](O)=[O:51])=[C:48]3[N:44]([CH2:45][CH:46]4[O:55][C:54]([CH3:57])([CH3:56])[O:53][CH:47]43)[C:43](=[O:58])[CH:42]=2)=[C:36]([F:59])[CH:35]=1. Product: [C:22]([O:26][CH2:27][CH:28]([CH3:32])[CH2:29][O:30][NH:31][C:50]([C:49]1[C:41]([NH:40][C:37]2[CH:38]=[CH:39][C:34]([Br:33])=[CH:35][C:36]=2[F:59])=[CH:42][C:43](=[O:58])[N:44]2[C:48]=1[CH:47]1[O:53][C:54]([CH3:57])([CH3:56])[O:55][CH:46]1[CH2:45]2)=[O:51])([CH3:25])([CH3:23])[CH3:24]. The catalyst class is: 85. (2) Reactant: [F:1][C:2]([F:20])([F:19])[C:3]1[CH:8]=[CH:7][C:6]([CH:9]2[C:18]3[C:13](=[CH:14][CH:15]=[N:16][CH:17]=3)[CH2:12][CH2:11][NH:10]2)=[CH:5][CH:4]=1.[F:21][C:22]1[CH:27]=[CH:26][C:25]([N:28]=[C:29]=[O:30])=[CH:24][CH:23]=1. Product: [F:21][C:22]1[CH:27]=[CH:26][C:25]([NH:28][C:29]([N:10]2[CH2:11][CH2:12][C:13]3[C:18](=[CH:17][N:16]=[CH:15][CH:14]=3)[CH:9]2[C:6]2[CH:5]=[CH:4][C:3]([C:2]([F:1])([F:19])[F:20])=[CH:8][CH:7]=2)=[O:30])=[CH:24][CH:23]=1. The catalyst class is: 2. (3) Reactant: Cl[C:2]1[CH:7]=[CH:6][C:5]([C:8]([F:11])([F:10])[F:9])=[CH:4][CH:3]=1.[NH:12]1[CH2:17][CH2:16][CH2:15][CH2:14][CH2:13]1.CC([O-])(C)C.[Na+]. Product: [N:12]1([C:2]2[CH:7]=[CH:6][C:5]([C:8]([F:11])([F:10])[F:9])=[CH:4][CH:3]=2)[CH2:17][CH2:16][CH2:15][CH2:14][CH2:13]1. The catalyst class is: 101. (4) Reactant: [NH:1]1[C:9]2[C:4](=[CH:5][CH:6]=[CH:7][CH:8]=2)[C:3]([C:10](=[O:31])[CH:11]([N:18]([C:23]2[CH:28]=[CH:27][CH:26]=[C:25]([O:29][CH3:30])[CH:24]=2)[C:19](=[O:22])[CH2:20]Cl)[C:12]2[CH:17]=[CH:16][CH:15]=[CH:14][CH:13]=2)=[CH:2]1.[CH3:32][NH:33][CH3:34]. Product: [NH:1]1[C:9]2[C:4](=[CH:5][CH:6]=[CH:7][CH:8]=2)[C:3]([C:10](=[O:31])[CH:11]([N:18]([C:23]2[CH:28]=[CH:27][CH:26]=[C:25]([O:29][CH3:30])[CH:24]=2)[C:19](=[O:22])[CH2:20][N:33]([CH3:34])[CH3:32])[C:12]2[CH:17]=[CH:16][CH:15]=[CH:14][CH:13]=2)=[CH:2]1. The catalyst class is: 1. (5) Reactant: C(O[C:4](=O)[NH:5][CH:6]1[C:15]2[C:10](=[CH:11][CH:12]=[CH:13][CH:14]=2)[CH2:9][CH2:8][CH2:7]1)C.[H-].[H-].[H-].[H-].[Li+].[Al+3].CCOCC. Product: [CH3:4][NH:5][C@@H:6]1[C:15]2[C:10](=[CH:11][CH:12]=[CH:13][CH:14]=2)[CH2:9][CH2:8][CH2:7]1. The catalyst class is: 1. (6) Reactant: [CH2:1]([O:3][C:4](=[O:17])[CH2:5][NH:6][C:7](=[O:16])[C:8]1[CH:13]=[CH:12][C:11]([O:14][CH3:15])=[CH:10][CH:9]=1)[CH3:2].C[Si](C)(C)[N-][Si](C)(C)C.[Li+].[CH2:28](Br)[CH:29]=[CH2:30]. Product: [CH2:1]([O:3][C:4](=[O:17])[CH:5]([NH:6][C:7](=[O:16])[C:8]1[CH:9]=[CH:10][C:11]([O:14][CH3:15])=[CH:12][CH:13]=1)[CH2:30][CH:29]=[CH2:28])[CH3:2]. The catalyst class is: 1. (7) The catalyst class is: 4. Reactant: [NH2:1][C@@:2]([C:8]1[CH:13]=[C:12]([Br:14])[CH:11]=[CH:10][C:9]=1[F:15])([CH3:7])[C:3]([CH3:6])([OH:5])[CH3:4].C(=O)([O-])O.[Na+].[Cl:21][CH2:22][C:23](Cl)=[O:24]. Product: [Br:14][C:12]1[CH:11]=[CH:10][C:9]([F:15])=[C:8]([C@:2]([NH:1][C:23](=[O:24])[CH2:22][Cl:21])([CH3:7])[C:3]([OH:5])([CH3:4])[CH3:6])[CH:13]=1. (8) Reactant: [N:1]([C:4]1[N:9]=[C:8]([O:10][CH2:11][C:12]([F:15])([F:14])[F:13])[C:7](Cl)=[C:6]([O:17][CH2:18][C:19]([F:22])([F:21])[F:20])[C:5]=1[F:23])=[N+]=[N-]. Product: [NH2:1][C:4]1[C:5]([F:23])=[C:6]([O:17][CH2:18][C:19]([F:21])([F:22])[F:20])[CH:7]=[C:8]([O:10][CH2:11][C:12]([F:15])([F:13])[F:14])[N:9]=1. The catalyst class is: 256. (9) The catalyst class is: 3. Product: [CH2:1]([C:3]1[CH:8]=[CH:7][C:6]([C:9]2[NH:13][C:12]3[C:14]([N:18]4[CH2:19][CH2:20][N:21]([CH2:25][C:26]5[CH:31]=[CH:30][C:29]([F:32])=[C:28]([N+:33]([O-:35])=[O:34])[CH:27]=5)[CH2:22][CH2:23]4)=[CH:15][CH:16]=[CH:17][C:11]=3[N:10]=2)=[CH:5][CH:4]=1)[CH3:2]. Reactant: [CH2:1]([C:3]1[CH:8]=[CH:7][C:6]([C:9]2[NH:13][C:12]3[C:14]([N:18]4[CH2:23][CH2:22][NH:21][CH2:20][CH2:19]4)=[CH:15][CH:16]=[CH:17][C:11]=3[N:10]=2)=[CH:5][CH:4]=1)[CH3:2].Br[CH2:25][C:26]1[CH:31]=[CH:30][C:29]([F:32])=[C:28]([N+:33]([O-:35])=[O:34])[CH:27]=1.CCN(C(C)C)C(C)C. (10) Reactant: [H-].[Na+].[Cl:3][C:4]1[CH:10]=[C:9]([Cl:11])[CH:8]=[CH:7][C:5]=1[NH2:6].F[C:13]1[CH:14]=[CH:15][C:16]2[C:22](=[O:23])[C:21]3[CH:24]=[CH:25][CH:26]=[CH:27][C:20]=3[CH2:19][O:18][C:17]=2[CH:28]=1. Product: [Cl:3][C:4]1[CH:10]=[C:9]([Cl:11])[CH:8]=[CH:7][C:5]=1[NH:6][C:13]1[CH:14]=[CH:15][C:16]2[C:22](=[O:23])[C:21]3[CH:24]=[CH:25][CH:26]=[CH:27][C:20]=3[CH2:19][O:18][C:17]=2[CH:28]=1. The catalyst class is: 9.